From a dataset of Full USPTO retrosynthesis dataset with 1.9M reactions from patents (1976-2016). Predict the reactants needed to synthesize the given product. Given the product [CH3:38][N:37]([CH2:39][C:40]1[CH:41]=[C:42]([NH:43][C:2]2[N:7]=[C:6]([C:8]3[C:9]([C:17]4[CH:18]=[CH:19][C:20]([O:34][CH3:35])=[C:21]([NH:23][C:24](=[O:33])[C:25]5[C:30]([F:31])=[CH:29][CH:28]=[CH:27][C:26]=5[F:32])[CH:22]=4)=[N:10][N:11]4[CH:16]=[CH:15][CH:14]=[CH:13][C:12]=34)[CH:5]=[CH:4][N:3]=2)[CH:44]=[CH:45][CH:46]=1)[CH3:36], predict the reactants needed to synthesize it. The reactants are: Cl[C:2]1[N:7]=[C:6]([C:8]2[C:9]([C:17]3[CH:18]=[CH:19][C:20]([O:34][CH3:35])=[C:21]([NH:23][C:24](=[O:33])[C:25]4[C:30]([F:31])=[CH:29][CH:28]=[CH:27][C:26]=4[F:32])[CH:22]=3)=[N:10][N:11]3[CH:16]=[CH:15][CH:14]=[CH:13][C:12]=23)[CH:5]=[CH:4][N:3]=1.[CH3:36][N:37]([CH2:39][C:40]1[CH:41]=[C:42]([CH:44]=[CH:45][CH:46]=1)[NH2:43])[CH3:38].Cl.